This data is from Peptide-MHC class II binding affinity with 134,281 pairs from IEDB. The task is: Regression. Given a peptide amino acid sequence and an MHC pseudo amino acid sequence, predict their binding affinity value. This is MHC class II binding data. (1) The peptide sequence is SAIQGNVTSIHSLLD. The MHC is HLA-DPA10103-DPB10201 with pseudo-sequence HLA-DPA10103-DPB10201. The binding affinity (normalized) is 0.0227. (2) The peptide sequence is LSSNDLAKYKANWIE. The MHC is HLA-DQA10104-DQB10503 with pseudo-sequence HLA-DQA10104-DQB10503. The binding affinity (normalized) is 0.185. (3) The peptide sequence is DMRLLSLAVSSAVPT. The MHC is HLA-DQA10103-DQB10603 with pseudo-sequence HLA-DQA10103-DQB10603. The binding affinity (normalized) is 0.657. (4) The peptide sequence is LISWGHYPLHLRYYR. The MHC is DRB1_0802 with pseudo-sequence DRB1_0802. The binding affinity (normalized) is 0.434. (5) The peptide sequence is IGGWLLLEPWISPSV. The binding affinity (normalized) is 0.334. The MHC is DRB1_1101 with pseudo-sequence DRB1_1101. (6) The peptide sequence is RGKMDVSGVQAPVGA. The MHC is HLA-DQA10501-DQB10201 with pseudo-sequence HLA-DQA10501-DQB10201. The binding affinity (normalized) is 0.506.